Dataset: Reaction yield outcomes from USPTO patents with 853,638 reactions. Task: Predict the reaction yield, written as a fraction of the theoretical maximum amount of product (1.0 means a 100% yield; for example, 0.34 means a 34% yield). (1) The reactants are [F:1][C:2]1[CH:7]=[CH:6][C:5]([O:8][CH3:9])=[CH:4][C:3]=1[C:10]1[CH:15]=[CH:14][C:13]([C:16]([O:18][CH3:19])=[O:17])=[CH:12][C:11]=1[OH:20].C1C=CC(N([S:28]([C:31]([F:34])([F:33])[F:32])(=[O:30])=[O:29])[S:28]([C:31]([F:34])([F:33])[F:32])(=[O:30])=[O:29])=CC=1. The catalyst is C(Cl)Cl.CN(C)C1C=CN=CC=1.[Cl-].[Na+].O. The product is [F:1][C:2]1[CH:7]=[CH:6][C:5]([O:8][CH3:9])=[CH:4][C:3]=1[C:10]1[CH:15]=[CH:14][C:13]([C:16]([O:18][CH3:19])=[O:17])=[CH:12][C:11]=1[O:20][S:28]([C:31]([F:34])([F:33])[F:32])(=[O:30])=[O:29]. The yield is 0.830. (2) The reactants are Cl[C:2]1[CH:3]=[CH:4][C:5]2[N:6]([C:8]([C:11]3[O:19][C:18]4[CH:17]=[CH:16][N:15]=[C:14]([O:20][CH3:21])[C:13]=4[CH:12]=3)=[CH:9][N:10]=2)[N:7]=1.[CH3:22][NH:23][CH:24]([CH3:27])[CH2:25][OH:26]. The catalyst is C(O)CCC. The product is [CH3:21][O:20][C:14]1[C:13]2[CH:12]=[C:11]([C:8]3[N:6]4[N:7]=[C:2]([N:23]([CH3:22])[CH:24]([CH3:27])[CH2:25][OH:26])[CH:3]=[CH:4][C:5]4=[N:10][CH:9]=3)[O:19][C:18]=2[CH:17]=[CH:16][N:15]=1. The yield is 0.180. (3) The reactants are C[O:2][C:3](=[O:28])/[CH:4]=[CH:5]/[C:6]1[CH:7]=[C:8]2[C:24](=[CH:25][CH:26]=1)[O:23][C:11]1([CH2:16][CH2:15][N:14]([C:17]3[CH:22]=[CH:21][CH:20]=[CH:19][CH:18]=3)[CH2:13][CH2:12]1)[CH2:10][C:9]2=[O:27].[OH-].[Na+]. No catalyst specified. The product is [C:17]1([N:14]2[CH2:15][CH2:16][C:11]3([CH2:10][C:9](=[O:27])[C:8]4[C:24](=[CH:25][CH:26]=[C:6](/[CH:5]=[CH:4]/[C:3]([OH:28])=[O:2])[CH:7]=4)[O:23]3)[CH2:12][CH2:13]2)[CH:22]=[CH:21][CH:20]=[CH:19][CH:18]=1. The yield is 0.870. (4) The reactants are [CH3:1][O:2][C:3]1[CH:4]=[C:5]([C:11]2[N:16]=[C:15]3[C:17](=[CH2:31])[N:18]([C:21]4[CH:22]=[N:23][N:24]([CH2:26][C:27]([F:30])([F:29])[F:28])[CH:25]=4)[C:19](=[O:20])[C:14]3=[CH:13][CH:12]=2)[CH:6]=[N:7][C:8]=1[O:9][CH3:10]. The catalyst is C1COCC1.[Pd]. The product is [CH3:1][O:2][C:3]1[CH:4]=[C:5]([C:11]2[N:16]=[C:15]3[CH:17]([CH3:31])[N:18]([C:21]4[CH:22]=[N:23][N:24]([CH2:26][C:27]([F:30])([F:29])[F:28])[CH:25]=4)[C:19](=[O:20])[C:14]3=[CH:13][CH:12]=2)[CH:6]=[N:7][C:8]=1[O:9][CH3:10]. The yield is 0.680. (5) The reactants are [N:1]([CH2:4][C:5]1[N:6]=[N:7][C:8]([C:11]2[C:16]([F:17])=[CH:15][CH:14]=[CH:13][C:12]=2[F:18])=[CH:9][CH:10]=1)=[N+]=[N-].P(C)(C)C.[F:23][C@H:24]1[C@H:29]([N:30]2[C:38](=[O:39])[C:37]3[C:32](=[CH:33][CH:34]=[CH:35][CH:36]=3)[C:31]2=[O:40])[CH:28]=[C:27]([C:41]2[CH:46]=[CH:45][N:44]=[CH:43][C:42]=2[N:47]=[C:48]=S)[CH2:26][CH2:25]1. The catalyst is C1COCC1. The product is [F:18][C:12]1[CH:13]=[CH:14][CH:15]=[C:16]([F:17])[C:11]=1[C:8]1[CH:9]=[CH:10][C:5]2[N:6]([C:48]([NH:47][C:42]3[CH:43]=[N:44][CH:45]=[CH:46][C:41]=3[C:27]3[CH2:26][CH2:25][C@@H:24]([F:23])[C@H:29]([N:30]4[C:38](=[O:39])[C:37]5[C:32](=[CH:33][CH:34]=[CH:35][CH:36]=5)[C:31]4=[O:40])[CH:28]=3)=[N:1][CH:4]=2)[N:7]=1. The yield is 1.00. (6) The reactants are [NH2:1][C:2]([C@H:4]1[CH2:9][CH2:8][CH2:7][CH2:6][N:5]1[C:10]([O:12][C:13]([CH3:16])([CH3:15])[CH3:14])=[O:11])=O.C(N(CC)CC)C.FC(F)(F)C(OC(=O)C(F)(F)F)=O. The catalyst is C1COCC1. The product is [C:2]([C@H:4]1[CH2:9][CH2:8][CH2:7][CH2:6][N:5]1[C:10]([O:12][C:13]([CH3:16])([CH3:15])[CH3:14])=[O:11])#[N:1]. The yield is 0.990. (7) The reactants are [CH2:1]([C@H:8]([NH:45][C:46](=[O:52])[O:47][C:48]([CH3:51])([CH3:50])[CH3:49])[C@@H:9]([O:37][Si](C(C)(C)C)(C)C)[CH2:10][C@@H:11]([NH:26][C:27]([O:29][CH2:30][C:31]1[CH:36]=[CH:35][CH:34]=[CH:33][CH:32]=1)=[O:28])[CH2:12][C:13]1[CH:18]=[CH:17][C:16]([C:19]2[CH:24]=[CH:23][C:22]([CH3:25])=[CH:21][N:20]=2)=[CH:15][CH:14]=1)[C:2]1[CH:7]=[CH:6][CH:5]=[CH:4][CH:3]=1.CCCC[N+](CCCC)(CCCC)CCCC.[F-]. The catalyst is C1COCC1. The product is [CH2:1]([C@H:8]([NH:45][C:46](=[O:52])[O:47][C:48]([CH3:50])([CH3:49])[CH3:51])[C@@H:9]([OH:37])[CH2:10][C@@H:11]([NH:26][C:27]([O:29][CH2:30][C:31]1[CH:36]=[CH:35][CH:34]=[CH:33][CH:32]=1)=[O:28])[CH2:12][C:13]1[CH:18]=[CH:17][C:16]([C:19]2[CH:24]=[CH:23][C:22]([CH3:25])=[CH:21][N:20]=2)=[CH:15][CH:14]=1)[C:2]1[CH:3]=[CH:4][CH:5]=[CH:6][CH:7]=1. The yield is 0.630. (8) The reactants are [CH3:1][O:2][C:3](=[O:16])[C:4]1[CH:9]=[C:8]([N+:10]([O-:12])=[O:11])[C:7]([NH2:13])=[C:6]([Cl:14])[C:5]=1F.[NH2:17][C:18]1[CH:23]=[CH:22][CH:21]=[CH:20][CH:19]=1.O. The catalyst is CO. The product is [CH3:1][O:2][C:3](=[O:16])[C:4]1[CH:9]=[C:8]([N+:10]([O-:12])=[O:11])[C:7]([NH2:13])=[C:6]([Cl:14])[C:5]=1[NH:17][C:18]1[CH:23]=[CH:22][CH:21]=[CH:20][CH:19]=1. The yield is 0.840. (9) The reactants are [Br:1][C:2]1[CH:7]=[CH:6][C:5]([S:8]([N:11]([CH3:13])[CH3:12])(=[O:10])=[O:9])=[C:4](F)[CH:3]=1.[C-:15]#[N:16].[Na+]. The catalyst is CN(C=O)C. The product is [Br:1][C:2]1[CH:7]=[CH:6][C:5]([S:8]([N:11]([CH3:13])[CH3:12])(=[O:10])=[O:9])=[C:4]([C:15]#[N:16])[CH:3]=1. The yield is 0.0700. (10) The reactants are [O:1]([C:8]1[CH:9]=[CH:10][C:11]([CH2:14][O:15]C(=O)C)=[N:12][CH:13]=1)[C:2]1[CH:7]=[CH:6][CH:5]=[CH:4][CH:3]=1.[OH-].[Na+].CO.O. The catalyst is C(OCC)(=O)C. The product is [O:1]([C:8]1[CH:9]=[CH:10][C:11]([CH2:14][OH:15])=[N:12][CH:13]=1)[C:2]1[CH:7]=[CH:6][CH:5]=[CH:4][CH:3]=1. The yield is 0.650.